This data is from Reaction yield outcomes from USPTO patents with 853,638 reactions. The task is: Predict the reaction yield, written as a fraction of the theoretical maximum amount of product (1.0 means a 100% yield; for example, 0.34 means a 34% yield). (1) The reactants are [C:1]1(C)C=CC=C[CH:2]=1.[N+:8]([CH:11]=[C:12]1[CH2:18][O:17][CH2:16][CH2:15][O:14][CH2:13]1)([O-:10])=[O:9].C1(P(C2C=CC=CC=2)C2C=CC3C(=CC=CC=3)C=2C2C3C(=CC=CC=3)C=CC=2P(C2C=CC=CC=2)C2C=CC=CC=2)C=CC=CC=1.C([B-](F)(F)F)=C.[K+]. The catalyst is [B-](F)(F)(F)F.C1CC=CCCC=C1.C1CC=CCCC=C1.[Rh].O. The product is [N+:8]([CH2:11][C:12]1([CH:1]=[CH2:2])[CH2:13][O:14][CH2:15][CH2:16][O:17][CH2:18]1)([O-:10])=[O:9]. The yield is 0.260. (2) The reactants are [N:1]1[C:10]2[C:5](=[CH:6][CH:7]=[CH:8][CH:9]=2)[C:4]([CH:11]=O)=[CH:3][CH:2]=1.[S:13]1[CH:17]=[CH:16][CH:15]=[C:14]1[CH2:18][C:19]#[N:20]. No catalyst specified. The product is [N:1]1[C:10]2[C:5](=[CH:6][CH:7]=[CH:8][CH:9]=2)[C:4](/[CH:11]=[C:18](/[C:14]2[S:13][CH:17]=[CH:16][CH:15]=2)\[C:19]#[N:20])=[CH:3][CH:2]=1. The yield is 0.670. (3) The reactants are [CH3:1][N:2]1[C:16]2[C:17]3[C:4]([CH2:5][C@@H:6]4[C@@H:11]([C:12]=3[CH:13]=[CH:14][CH:15]=2)[CH2:10][C@@H:9]([C:18]([NH:20][CH2:21][CH2:22][CH2:23][N:24]([CH3:26])[CH3:25])=[O:19])[CH2:8][N:7]4[CH3:27])=[CH:3]1.[CH2:28]([N:30]=[C:31]=[O:32])[CH3:29]. The catalyst is C1(C)C=CC=CC=1. The product is [CH3:29][CH2:28][NH:30][C:31]([N:20]([C:18]([C@H:9]1[CH2:8][N:7]([CH3:27])[C@H:6]2[C@@H:11]([C:12]3[C:17]4[C:4]([CH2:5]2)=[CH:3][N:2]([CH3:1])[C:16]=4[CH:15]=[CH:14][CH:13]=3)[CH2:10]1)=[O:19])[CH2:21][CH2:22][CH2:23][N:24]([CH3:26])[CH3:25])=[O:32]. The yield is 0.410. (4) The reactants are COCCOC.CC([O-])(C)C.[K+].ClC1C=CC=CC=1C([C-:18]1[CH:22]=[CH:21][CH:20]=[CH:19]1)=O.[CH-:27]1[CH:31]=[CH:30][CH:29]=[CH:28]1.[Fe+2:32]. The catalyst is O. The product is [CH-:18]1[CH:22]=[CH:21][CH:20]=[CH:19]1.[CH-:27]1[CH:31]=[CH:30][CH:29]=[CH:28]1.[Fe+2:32]. The yield is 0.826. (5) The reactants are C([O:3][CH2:4][CH2:5][O:6][NH:7][C:8]([C:10]1[CH:15]=[CH:14][C:13](=[O:16])[N:12]([CH3:17])[C:11]=1[NH:18][C:19]1[CH:24]=[CH:23][C:22]([CH3:25])=[CH:21][C:20]=1[F:26])=[O:9])=C.COC(C1C=CC(=O)N(C)C=1NC1C=CC(C)=CC=1F)=O.C(OCCON)=C.C[Si]([N-][Si](C)(C)C)(C)C.[Li+]. The catalyst is C1COCC1. The product is [OH:3][CH2:4][CH2:5][O:6][NH:7][C:8]([C:10]1[CH:15]=[CH:14][C:13](=[O:16])[N:12]([CH3:17])[C:11]=1[NH:18][C:19]1[CH:24]=[CH:23][C:22]([CH3:25])=[CH:21][C:20]=1[F:26])=[O:9]. The yield is 0.770. (6) The reactants are [CH3:1][O:2][C:3]1[C:8]([C:9]2[C:22]3[C:17](=[CH:18][C:19]([O:25][CH2:26][CH3:27])=[C:20]([O:23][CH3:24])[CH:21]=3)[C@@H:16]3[C@@H:11]([CH2:12][CH2:13][C@@H:14]([OH:28])[CH2:15]3)[N:10]=2)=[CH:7][CH:6]=[C:5]([O:29][CH3:30])[N:4]=1.[CH2:31]([S:33](O)(=[O:35])=[O:34])[CH3:32]. The catalyst is CC(C)CC(=O)C. The product is [CH2:31]([S:33]([O:28][C@@H:14]1[CH2:13][CH2:12][C@@H:11]2[C@@H:16]([C:17]3[C:22]([C:9]([C:8]4[C:3]([O:2][CH3:1])=[N:4][C:5]([O:29][CH3:30])=[CH:6][CH:7]=4)=[N:10]2)=[CH:21][C:20]([O:23][CH3:24])=[C:19]([O:25][CH2:26][CH3:27])[CH:18]=3)[CH2:15]1)(=[O:35])=[O:34])[CH3:32]. The yield is 0.940. (7) The reactants are I[C:2]1[CH:3]=[CH:4][C:5]2[N:6]([CH:8]=[C:9]([NH:11][C:12]([CH:14]3[CH2:16][CH2:15]3)=[O:13])[N:10]=2)[N:7]=1.[Br:17][C:18]1[CH:19]=[C:20]([OH:24])[CH:21]=[N:22][CH:23]=1.C(=O)([O-])[O-].[K+].[K+]. The catalyst is CN(C)C=O.O. The product is [Br:17][C:18]1[CH:19]=[C:20]([O:24][C:2]2[CH:3]=[CH:4][C:5]3[N:6]([CH:8]=[C:9]([NH:11][C:12]([CH:14]4[CH2:16][CH2:15]4)=[O:13])[N:10]=3)[N:7]=2)[CH:21]=[N:22][CH:23]=1. The yield is 0.850.